Dataset: Full USPTO retrosynthesis dataset with 1.9M reactions from patents (1976-2016). Task: Predict the reactants needed to synthesize the given product. (1) Given the product [Cl:1][CH2:2]/[C:3](/[O:10][CH2:13][CH3:14])=[CH:4]\[C:5]([O:7][CH2:8][CH3:9])=[O:6], predict the reactants needed to synthesize it. The reactants are: [Cl:1][CH2:2][C:3](=[O:10])[CH2:4][C:5]([O:7][CH2:8][CH3:9])=[O:6].C(OCC)(OCC)O[CH2:13][CH3:14].O=P12OP3(OP(OP(O3)(O1)=O)(=O)O2)=O. (2) Given the product [CH3:18][O:19][C:20]1[CH:25]=[C:24]([O:26][CH3:27])[CH:23]=[CH:22][C:21]=1[C:8]1([OH:17])[C:7]2[C:11](=[CH:12][C:13]([O:14][CH3:15])=[C:5]([O:4][CH3:3])[CH:6]=2)[NH:10][C:9]1=[O:16], predict the reactants needed to synthesize it. The reactants are: [H-].[Na+].[CH3:3][O:4][C:5]1[CH:6]=[C:7]2[C:11](=[CH:12][C:13]=1[O:14][CH3:15])[NH:10][C:9](=[O:16])[C:8]2=[O:17].[CH3:18][O:19][C:20]1[CH:25]=[C:24]([O:26][CH3:27])[CH:23]=[CH:22][C:21]=1Br.[Mg].[Cl-].[NH4+]. (3) Given the product [Cl:20][C:16]1[CH:15]=[C:14]([S:11]([NH:10][C:9]2[CH:8]=[C:7]([CH3:21])[N:6]=[C:5]3[S:22][C:2]([N:31]4[CH2:35][CH2:34][CH2:33][CH2:32]4)=[C:3]([C:23]4[CH:28]=[CH:27][CH:26]=[C:25]([O:29][CH3:30])[CH:24]=4)[C:4]=23)(=[O:13])=[O:12])[CH:19]=[CH:18][CH:17]=1, predict the reactants needed to synthesize it. The reactants are: Br[C:2]1[S:22][C:5]2=[N:6][C:7]([CH3:21])=[CH:8][C:9]([NH:10][S:11]([C:14]3[CH:19]=[CH:18][CH:17]=[C:16]([Cl:20])[CH:15]=3)(=[O:13])=[O:12])=[C:4]2[C:3]=1[C:23]1[CH:28]=[CH:27][CH:26]=[C:25]([O:29][CH3:30])[CH:24]=1.[NH:31]1[CH2:35][CH2:34][CH2:33][CH2:32]1.C(P(C(C)(C)C)C1C=CC=CC=1C1C(C(C)C)=CC(C(C)C)=CC=1C(C)C)(C)(C)C.C([O-])([O-])=O.[Cs+].[Cs+]. (4) Given the product [Cl:1][C:2]1[CH:3]=[CH:4][C:5]2[C:10]([CH:11]=1)=[N:9][C:8]1[C:7]([C:6]=2[NH:27][CH:24]2[CH2:25][CH2:26][N:21]([CH2:19][CH3:20])[CH2:22][CH2:23]2)=[N:15][C:14]([O:16][CH3:17])=[CH:13][CH:12]=1, predict the reactants needed to synthesize it. The reactants are: [Cl:1][C:2]1[CH:3]=[CH:4][C:5]2[C:6](Cl)=[C:7]3[N:15]=[C:14]([O:16][CH3:17])[CH:13]=[CH:12][C:8]3=[N:9][C:10]=2[CH:11]=1.[CH2:19]([N:21]1[CH2:26][CH2:25][CH:24]([NH2:27])[CH2:23][CH2:22]1)[CH3:20]. (5) Given the product [Cl:48][C:49]1[C:50]([CH2:55][NH:56][C:20]([C@H:13]2[CH2:12][N:11]([C:9]([O:8][CH2:1][C:2]3[CH:3]=[CH:4][CH:5]=[CH:6][CH:7]=3)=[O:10])[C@@H:16]([CH2:17][O:18][CH3:19])[CH2:15][CH2:14]2)=[O:22])=[N:51][CH:52]=[CH:53][N:54]=1, predict the reactants needed to synthesize it. The reactants are: [CH2:1]([O:8][C:9]([N:11]1[C@@H:16]([CH2:17][O:18][CH3:19])[CH2:15][CH2:14][C@@H:13]([C:20]([OH:22])=O)[CH2:12]1)=[O:10])[C:2]1[CH:7]=[CH:6][CH:5]=[CH:4][CH:3]=1.CN(C(ON1N=NC2C=CC=NC1=2)=[N+](C)C)C.F[P-](F)(F)(F)(F)F.Cl.[Cl:48][C:49]1[C:50]([CH2:55][NH2:56])=[N:51][CH:52]=[CH:53][N:54]=1.CCN(CC)CC. (6) Given the product [F:33][C:30]([F:31])([F:32])[C:22]1[CH:21]=[C:20]([C@H:18]([O:17][C@H:14]2[O:15][CH2:16][C@@H:10]3[CH2:9][N:8]([C:6](=[O:7])[CH2:5][OH:4])[CH2:12][C@H:11]3[C@@H:13]2[C:34]2[CH:39]=[CH:38][C:37]([F:40])=[CH:36][C:35]=2[CH3:41])[CH3:19])[CH:25]=[C:24]([C:26]([F:29])([F:27])[F:28])[CH:23]=1, predict the reactants needed to synthesize it. The reactants are: C([O:4][CH2:5][C:6]([N:8]1[CH2:12][C@H:11]2[C@H:13]([C:34]3[CH:39]=[CH:38][C:37]([F:40])=[CH:36][C:35]=3[CH3:41])[C@@H:14]([O:17][C@@H:18]([C:20]3[CH:25]=[C:24]([C:26]([F:29])([F:28])[F:27])[CH:23]=[C:22]([C:30]([F:33])([F:32])[F:31])[CH:21]=3)[CH3:19])[O:15][CH2:16][C@@H:10]2[CH2:9]1)=[O:7])(=O)C.O[Li].O. (7) Given the product [C:1]1([CH:7]2[O:11][CH:10]3[C:9]([C:16](=[CH2:17])[C:19]([O:22][CH3:23])=[O:21])([O:18][CH2:14][CH2:13][CH2:12]3)[CH2:8]2)[CH:6]=[CH:5][CH:4]=[CH:3][CH:2]=1, predict the reactants needed to synthesize it. The reactants are: [C:1]1([CH:7]2[O:11][CH:10]([CH2:12][CH2:13][CH2:14]O)[C:9](=[C:16]=[CH2:17])[CH2:8]2)[CH:6]=[CH:5][CH:4]=[CH:3][CH:2]=1.[OH2:18].[C:19]([O:22][CH2:23]C)(=[O:21])C. (8) The reactants are: CS(O[CH:6]([C:8]1[CH:9]=[N:10][C:11]([NH:40][C:41]2[CH:42]=[N:43][C:44]([O:48][CH3:49])=[C:45]([F:47])[CH:46]=2)=[C:12]([C:14]2[N:19]=[C:18]([N:20]([CH2:30][C:31]3[CH:36]=[CH:35][C:34]([O:37][CH3:38])=[CH:33][CH:32]=3)[CH2:21][C:22]3[CH:27]=[CH:26][C:25]([O:28][CH3:29])=[CH:24][CH:23]=3)[N:17]=[C:16]([CH3:39])[N:15]=2)[CH:13]=1)[CH3:7])(=O)=O.CC#N.CC1(C)CCCC(C)(C)N1.[CH3:63][C@@H:64]1[NH:69][CH2:68][CH2:67][N:66]([C:70]([O:72][C:73]([CH3:76])([CH3:75])[CH3:74])=[O:71])[CH2:65]1. Given the product [CH3:29][O:28][C:25]1[CH:24]=[CH:23][C:22]([CH2:21][N:20]([CH2:30][C:31]2[CH:32]=[CH:33][C:34]([O:37][CH3:38])=[CH:35][CH:36]=2)[C:18]2[N:17]=[C:16]([CH3:39])[N:15]=[C:14]([C:12]3[CH:13]=[C:8]([C@@H:6]([N:69]4[CH2:68][CH2:67][N:66]([C:70]([O:72][C:73]([CH3:76])([CH3:75])[CH3:74])=[O:71])[CH2:65][C@@H:64]4[CH3:63])[CH3:7])[CH:9]=[N:10][C:11]=3[NH:40][C:41]3[CH:42]=[N:43][C:44]([O:48][CH3:49])=[C:45]([F:47])[CH:46]=3)[N:19]=2)=[CH:27][CH:26]=1.[CH3:29][O:28][C:25]1[CH:24]=[CH:23][C:22]([CH2:21][N:20]([CH2:30][C:31]2[CH:32]=[CH:33][C:34]([O:37][CH3:38])=[CH:35][CH:36]=2)[C:18]2[N:17]=[C:16]([CH3:39])[N:15]=[C:14]([C:12]3[CH:13]=[C:8]([C@H:6]([N:69]4[CH2:68][CH2:67][N:66]([C:70]([O:72][C:73]([CH3:76])([CH3:75])[CH3:74])=[O:71])[CH2:65][C@@H:64]4[CH3:63])[CH3:7])[CH:9]=[N:10][C:11]=3[NH:40][C:41]3[CH:42]=[N:43][C:44]([O:48][CH3:49])=[C:45]([F:47])[CH:46]=3)[N:19]=2)=[CH:27][CH:26]=1, predict the reactants needed to synthesize it.